From a dataset of NCI-60 drug combinations with 297,098 pairs across 59 cell lines. Regression. Given two drug SMILES strings and cell line genomic features, predict the synergy score measuring deviation from expected non-interaction effect. (1) Drug 1: CC1=C(C=C(C=C1)NC2=NC=CC(=N2)N(C)C3=CC4=NN(C(=C4C=C3)C)C)S(=O)(=O)N.Cl. Drug 2: CNC(=O)C1=CC=CC=C1SC2=CC3=C(C=C2)C(=NN3)C=CC4=CC=CC=N4. Cell line: OVCAR-8. Synergy scores: CSS=17.7, Synergy_ZIP=7.75, Synergy_Bliss=13.0, Synergy_Loewe=11.7, Synergy_HSA=11.7. (2) Drug 1: CCC1(CC2CC(C3=C(CCN(C2)C1)C4=CC=CC=C4N3)(C5=C(C=C6C(=C5)C78CCN9C7C(C=CC9)(C(C(C8N6C)(C(=O)OC)O)OC(=O)C)CC)OC)C(=O)OC)O.OS(=O)(=O)O. Drug 2: CN(CCCl)CCCl.Cl. Cell line: LOX IMVI. Synergy scores: CSS=13.8, Synergy_ZIP=-5.90, Synergy_Bliss=0.154, Synergy_Loewe=3.34, Synergy_HSA=-0.739. (3) Drug 1: C1C(C(OC1N2C=C(C(=O)NC2=O)F)CO)O. Drug 2: C1CN(CCN1C(=O)CCBr)C(=O)CCBr. Cell line: SF-295. Synergy scores: CSS=52.6, Synergy_ZIP=-8.86, Synergy_Bliss=-6.67, Synergy_Loewe=-4.81, Synergy_HSA=-1.12. (4) Drug 1: C1=CC(=CC=C1C#N)C(C2=CC=C(C=C2)C#N)N3C=NC=N3. Drug 2: COC1=NC(=NC2=C1N=CN2C3C(C(C(O3)CO)O)O)N. Cell line: MDA-MB-435. Synergy scores: CSS=5.15, Synergy_ZIP=-1.74, Synergy_Bliss=-1.70, Synergy_Loewe=1.53, Synergy_HSA=-0.926. (5) Drug 1: CC12CCC3C(C1CCC2=O)CC(=C)C4=CC(=O)C=CC34C. Drug 2: C1CN(P(=O)(OC1)NCCCl)CCCl. Cell line: 786-0. Synergy scores: CSS=27.1, Synergy_ZIP=2.39, Synergy_Bliss=1.42, Synergy_Loewe=-19.1, Synergy_HSA=0.276. (6) Drug 1: CC12CCC3C(C1CCC2O)C(CC4=C3C=CC(=C4)O)CCCCCCCCCS(=O)CCCC(C(F)(F)F)(F)F. Drug 2: CNC(=O)C1=NC=CC(=C1)OC2=CC=C(C=C2)NC(=O)NC3=CC(=C(C=C3)Cl)C(F)(F)F. Cell line: SR. Synergy scores: CSS=3.49, Synergy_ZIP=1.48, Synergy_Bliss=1.95, Synergy_Loewe=1.09, Synergy_HSA=-0.0944. (7) Drug 1: C1=CC(=CC=C1CCC2=CNC3=C2C(=O)NC(=N3)N)C(=O)NC(CCC(=O)O)C(=O)O. Drug 2: C1CN(CCN1C(=O)CCBr)C(=O)CCBr. Synergy scores: CSS=30.3, Synergy_ZIP=-2.65, Synergy_Bliss=-5.99, Synergy_Loewe=-13.5, Synergy_HSA=-5.65. Cell line: SK-OV-3. (8) Drug 1: CC1C(C(=O)NC(C(=O)N2CCCC2C(=O)N(CC(=O)N(C(C(=O)O1)C(C)C)C)C)C(C)C)NC(=O)C3=C4C(=C(C=C3)C)OC5=C(C(=O)C(=C(C5=N4)C(=O)NC6C(OC(=O)C(N(C(=O)CN(C(=O)C7CCCN7C(=O)C(NC6=O)C(C)C)C)C)C(C)C)C)N)C. Drug 2: C1=NC(=NC(=O)N1C2C(C(C(O2)CO)O)O)N. Cell line: SK-MEL-5. Synergy scores: CSS=15.2, Synergy_ZIP=-2.42, Synergy_Bliss=9.98, Synergy_Loewe=1.12, Synergy_HSA=2.22.